From a dataset of Full USPTO retrosynthesis dataset with 1.9M reactions from patents (1976-2016). Predict the reactants needed to synthesize the given product. (1) Given the product [CH:39]1([CH2:38][N:35]2[CH:36]=[CH:37][C:32]([C:15]3[CH:14]=[CH:13][C:3]([O:4][C:5]4[CH:10]=[CH:9][N:8]=[C:7]([CH3:11])[C:6]=4[CH3:12])=[C:2]([F:1])[CH:16]=3)=[C:33]([C:43]#[N:44])[C:34]2=[O:42])[CH2:40][CH2:41]1, predict the reactants needed to synthesize it. The reactants are: [F:1][C:2]1[CH:16]=[C:15](B2OC(C)(C)C(C)(C)O2)[CH:14]=[CH:13][C:3]=1[O:4][C:5]1[CH:10]=[CH:9][N:8]=[C:7]([CH3:11])[C:6]=1[CH3:12].C([O-])(O)=O.[Na+].Br[C:32]1[CH:37]=[CH:36][N:35]([CH2:38][CH:39]2[CH2:41][CH2:40]2)[C:34](=[O:42])[C:33]=1[C:43]#[N:44]. (2) Given the product [Cl:15][C:16]1[CH:21]=[CH:20][C:19]([C:2]2[C:13]([Cl:14])=[CH:12][CH:11]=[C:4]([C:5]([N:7]([O:9][CH3:10])[CH3:8])=[O:6])[CH:3]=2)=[CH:18][CH:17]=1, predict the reactants needed to synthesize it. The reactants are: Br[C:2]1[CH:3]=[C:4]([CH:11]=[CH:12][C:13]=1[Cl:14])[C:5]([N:7]([O:9][CH3:10])[CH3:8])=[O:6].[Cl:15][C:16]1[CH:21]=[CH:20][C:19](B(O)O)=[CH:18][CH:17]=1.C([O-])([O-])=O.[K+].[K+]. (3) Given the product [NH2:3][CH2:4][CH2:5][C:6]1[N:7]([CH3:20])[N:8]=[C:9]2[C:18]=1[C:17]1[CH2:16][CH2:15][CH2:14][CH2:13][C:12]=1[N:11]=[C:10]2[NH2:19], predict the reactants needed to synthesize it. The reactants are: Cl.Cl.[NH2:3][CH2:4][CH2:5][C:6]1[N:7]([CH3:20])[N:8]=[C:9]2[C:18]=1[C:17]1[CH:16]=[CH:15][CH:14]=[CH:13][C:12]=1[N:11]=[C:10]2[NH2:19]. (4) Given the product [CH3:1][O:2][C:3](=[O:31])[CH2:4][CH2:5][NH:6][C:7](=[O:30])[C:8]1[CH:13]=[CH:12][C:11]([O:14][CH:15]([C:22]2[CH:27]=[CH:26][C:25]([C:38]3[CH:39]=[CH:40][C:35]([CH:32]([CH3:34])[CH3:33])=[CH:36][CH:37]=3)=[C:24]([CH3:29])[CH:23]=2)[CH2:16][CH2:17][CH2:18][CH:19]([CH3:21])[CH3:20])=[CH:10][CH:9]=1, predict the reactants needed to synthesize it. The reactants are: [CH3:1][O:2][C:3](=[O:31])[CH2:4][CH2:5][NH:6][C:7](=[O:30])[C:8]1[CH:13]=[CH:12][C:11]([O:14][CH:15]([C:22]2[CH:27]=[CH:26][C:25](Br)=[C:24]([CH3:29])[CH:23]=2)[CH2:16][CH2:17][CH2:18][CH:19]([CH3:21])[CH3:20])=[CH:10][CH:9]=1.[CH:32]([C:35]1[CH:40]=[CH:39][C:38](B(O)O)=[CH:37][CH:36]=1)([CH3:34])[CH3:33].[F-].[K+]. (5) Given the product [Cl:1][C:2]1[N:7]=[CH:6][C:5]2[C:8]3([CH2:16][CH2:15]3)[C:9](=[O:11])[NH:10][C:4]=2[CH:3]=1, predict the reactants needed to synthesize it. The reactants are: [Cl:1][C:2]1[N:7]=[CH:6][C:5]2[CH2:8][C:9](=[O:11])[NH:10][C:4]=2[CH:3]=1.[H-].[Na+].Br[CH2:15][CH2:16]Br.C(Cl)Cl.